Dataset: Blood-brain barrier permeability classification from the B3DB database. Task: Regression/Classification. Given a drug SMILES string, predict its absorption, distribution, metabolism, or excretion properties. Task type varies by dataset: regression for continuous measurements (e.g., permeability, clearance, half-life) or binary classification for categorical outcomes (e.g., BBB penetration, CYP inhibition). Dataset: b3db_classification. (1) The drug is CC[C@H]1CN2CCc3cc(OC)c(OC)cc3[C@@H]2C[C@@H]1C[C@H]1NCCc2cc(OC)c(OC)cc21. The result is 0 (does not penetrate BBB). (2) The drug is Cc1ccc2c(c1)OC(C)(C)C[C@H]2NC(=O)CSCc1ccc([N+](=O)[O-])cc1. The result is 1 (penetrates BBB). (3) The molecule is O=C(c1ccc(CSc2ccccn2)cc1)N1CCC[C@H]1c1ccccn1. The result is 1 (penetrates BBB).